Dataset: Full USPTO retrosynthesis dataset with 1.9M reactions from patents (1976-2016). Task: Predict the reactants needed to synthesize the given product. (1) Given the product [Cl:8][C:6]1[CH:5]=[C:4]([O:13][CH:12]([C:14]2[CH:19]=[CH:18][CH:17]=[CH:16][C:15]=2[N:20]2[CH:24]=[CH:23][C:22]([C:25]([F:28])([F:27])[F:26])=[N:21]2)[C:11]([F:30])([F:29])[F:10])[N:3]=[C:2]([NH2:1])[N:7]=1, predict the reactants needed to synthesize it. The reactants are: [NH2:1][C:2]1[N:7]=[C:6]([Cl:8])[CH:5]=[C:4](Cl)[N:3]=1.[F:10][C:11]([F:30])([F:29])[CH:12]([C:14]1[CH:19]=[CH:18][CH:17]=[CH:16][C:15]=1[N:20]1[CH:24]=[CH:23][C:22]([C:25]([F:28])([F:27])[F:26])=[N:21]1)[OH:13].[H-].[Na+]. (2) Given the product [Cl:1][C:2]1[CH:7]=[CH:6][C:5]([C:8](=[O:15])/[CH:9]=[C:10]2/[NH:19][CH2:18][C:17]([CH3:20])([CH3:16])[NH:21]/2)=[CH:4][CH:3]=1, predict the reactants needed to synthesize it. The reactants are: [Cl:1][C:2]1[CH:7]=[CH:6][C:5]([C:8](=[O:15])[CH:9]=[C:10](SC)SC)=[CH:4][CH:3]=1.[CH3:16][C:17]([NH2:21])([CH3:20])[CH2:18][NH2:19].